This data is from Catalyst prediction with 721,799 reactions and 888 catalyst types from USPTO. The task is: Predict which catalyst facilitates the given reaction. (1) The catalyst class is: 2. Reactant: C(OC([NH:8][CH2:9][CH2:10][CH2:11][CH2:12][C@H:13]([NH:49][C:50](=[O:71])[CH2:51][CH2:52][NH:53][C:54]([C:56]1[CH:61]=[CH:60][C:59]([C:62]2[CH:67]=[CH:66][C:65]([CH2:68][CH2:69][CH3:70])=[CH:64][CH:63]=2)=[CH:58][CH:57]=1)=[O:55])[C:14]([N:16]([CH3:48])[C@H:17]1[C:34]2[CH:35]=[C:30]([C:31]([O:36][CH3:37])=[CH:32][CH:33]=2)[C:29]2=[CH:38][C:25](=[CH:26][CH:27]=[C:28]2[O:39][CH3:40])[CH2:24][C@@H:23]([C:41]([O:43][CH3:44])=[O:42])[NH:22][C:21](=[O:45])[C@H:20]([CH3:46])[NH:19][C:18]1=[O:47])=[O:15])=O)(C)(C)C.[C:72]([OH:78])([C:74]([F:77])([F:76])[F:75])=[O:73].C1(C)C=CC=CC=1. Product: [F:75][C:74]([F:77])([F:76])[C:72]([O-:78])=[O:73].[CH3:37][O:36][C:31]1[C:30]2[C:29]3[C:28]([O:39][CH3:40])=[CH:27][CH:26]=[C:25]([CH:38]=3)[CH2:24][C@@H:23]([C:41]([O:43][CH3:44])=[O:42])[NH:22][C:21](=[O:45])[C@H:20]([CH3:46])[NH:19][C:18](=[O:47])[C@@H:17]([N:16]([CH3:48])[C:14](=[O:15])[C@@H:13]([NH:49][C:50](=[O:71])[CH2:51][CH2:52][NH:53][C:54]([C:56]3[CH:61]=[CH:60][C:59]([C:62]4[CH:63]=[CH:64][C:65]([CH2:68][CH2:69][CH3:70])=[CH:66][CH:67]=4)=[CH:58][CH:57]=3)=[O:55])[CH2:12][CH2:11][CH2:10][CH2:9][NH3+:8])[C:34]([CH:35]=2)=[CH:33][CH:32]=1. (2) Reactant: [CH:1]([C:4]1[C:5]([S:13]([C:16]2[CH:21]=[CH:20][C:19]([O:22][CH2:23][CH2:24][CH2:25]Br)=[CH:18][CH:17]=2)(=[O:15])=[O:14])=[C:6]2[N:11]([CH:12]=1)[CH:10]=[CH:9][CH:8]=[CH:7]2)([CH3:3])[CH3:2].[C:27]1([N:33]2[CH2:38][CH2:37][NH:36][CH2:35][CH2:34]2)[CH:32]=[CH:31][CH:30]=[CH:29][CH:28]=1.C(N(CC)CC)C. Product: [CH:1]([C:4]1[C:5]([S:13]([C:16]2[CH:21]=[CH:20][C:19]([O:22][CH2:23][CH2:24][CH2:25][N:36]3[CH2:37][CH2:38][N:33]([C:27]4[CH:32]=[CH:31][CH:30]=[CH:29][CH:28]=4)[CH2:34][CH2:35]3)=[CH:18][CH:17]=2)(=[O:15])=[O:14])=[C:6]2[N:11]([CH:12]=1)[CH:10]=[CH:9][CH:8]=[CH:7]2)([CH3:3])[CH3:2]. The catalyst class is: 93.